Dataset: Forward reaction prediction with 1.9M reactions from USPTO patents (1976-2016). Task: Predict the product of the given reaction. Given the reactants Br[C:2]1[N:6]([S:7]([C:10]2[CH:11]=[N:12][CH:13]=[CH:14][CH:15]=2)(=[O:9])=[O:8])[C:5]([CH3:16])=[C:4]([CH2:17][N:18]([CH3:26])C(=O)O[C:21]([CH3:24])([CH3:23])C)[CH:3]=1.[F:27][C:28]1[CH:33]=[CH:32][CH:31]=[CH:30][C:29]=1B(O)[OH:35].[C:37](=[O:40])([O-])[O-:38].[Na+].[Na+].[OH2:43], predict the reaction product. The product is: [C:37]([OH:38])(=[O:40])/[CH:24]=[CH:21]/[C:23]([OH:35])=[O:43].[F:27][C:28]1[CH:33]=[CH:32][CH:31]=[CH:30][C:29]=1[C:2]1[N:6]([S:7]([C:10]2[CH:11]=[N:12][CH:13]=[CH:14][CH:15]=2)(=[O:8])=[O:9])[C:5]([CH3:16])=[C:4]([CH2:17][NH:18][CH3:26])[CH:3]=1.